This data is from Full USPTO retrosynthesis dataset with 1.9M reactions from patents (1976-2016). The task is: Predict the reactants needed to synthesize the given product. (1) Given the product [ClH:1].[ClH:1].[O:8]([C:15]1[C:16]([NH:31][C:32]2[S:33][CH:34]=[C:35]([CH2:37][CH:38]3[CH2:43][CH2:42][NH:41][CH2:40][CH2:39]3)[N:36]=2)=[N:17][CH:18]=[C:19]([S:21][C:22]2[CH:27]=[CH:26][N:25]=[C:24]3[CH:28]=[CH:29][S:30][C:23]=23)[CH:20]=1)[C:9]1[CH:14]=[CH:13][CH:12]=[CH:11][CH:10]=1, predict the reactants needed to synthesize it. The reactants are: [ClH:1].O1CCOCC1.[O:8]([C:15]1[C:16]([NH:31][C:32]2[S:33][CH:34]=[C:35]([CH2:37][CH:38]3[CH2:43][CH2:42][N:41](C(OC(C)(C)C)=O)[CH2:40][CH2:39]3)[N:36]=2)=[N:17][CH:18]=[C:19]([S:21][C:22]2[CH:27]=[CH:26][N:25]=[C:24]3[CH:28]=[CH:29][S:30][C:23]=23)[CH:20]=1)[C:9]1[CH:14]=[CH:13][CH:12]=[CH:11][CH:10]=1. (2) Given the product [C:1]([O:5][C:6](=[O:23])[N:7]([CH2:12][CH2:13][C:14]1[CH:19]=[CH:18][C:17]([Cl:20])=[C:16]([CH:21]=[O:22])[CH:15]=1)[CH2:8][CH:9]([F:11])[F:10])([CH3:4])([CH3:2])[CH3:3], predict the reactants needed to synthesize it. The reactants are: [C:1]([O:5][C:6](=[O:23])[N:7]([CH2:12][CH2:13][C:14]1[CH:19]=[CH:18][C:17]([Cl:20])=[C:16]([CH2:21][OH:22])[CH:15]=1)[CH2:8][CH:9]([F:11])[F:10])([CH3:4])([CH3:3])[CH3:2]. (3) Given the product [CH3:24][CH:23]([CH3:25])[C@H:18]([N:13]1[CH2:12][C:11]2[C:15](=[CH:16][C:8]([C:5]3[CH:4]=[CH:3][C:2]([NH:1][C:38]([C:28]4[N:29]=[C:30]([C:32]5[CH:37]=[CH:36][CH:35]=[CH:34][CH:33]=5)[O:31][C:27]=4[CH3:26])=[O:39])=[CH:7][CH:6]=3)=[CH:9][CH:10]=2)[C:14]1=[O:17])[C:19]([O:21][CH3:22])=[O:20], predict the reactants needed to synthesize it. The reactants are: [NH2:1][C:2]1[CH:7]=[CH:6][C:5]([C:8]2[CH:16]=[C:15]3[C:11]([CH2:12][N:13]([C@@H:18]([CH:23]([CH3:25])[CH3:24])[C:19]([O:21][CH3:22])=[O:20])[C:14]3=[O:17])=[CH:10][CH:9]=2)=[CH:4][CH:3]=1.[CH3:26][C:27]1[O:31][C:30]([C:32]2[CH:37]=[CH:36][CH:35]=[CH:34][CH:33]=2)=[N:29][C:28]=1[C:38](O)=[O:39]. (4) Given the product [C:1]([C:5]1[CH:6]=[CH:7][C:8]([S:11][C:12]2[C:49]3[C:16](=[CH:17][C:18]4[CH:19]([OH:119])[C:20]5[C:45]([CH:46]([OH:50])[C:47]=4[CH:48]=3)=[CH:44][C:43]3[C:22](=[C:23]([S:108][C:109]4[CH:110]=[CH:111][C:112]([C:115]([CH3:116])([CH3:117])[CH3:118])=[CH:113][CH:114]=4)[C:24]4[C:41]([C:42]=3[S:51][C:52]3[CH:53]=[CH:54][C:55]([C:58]([CH3:59])([CH3:60])[CH3:61])=[CH:56][CH:57]=3)=[CH:40][C:39]3[CH:38]([OH:62])[C:37]6[C:28](=[CH:29][C:30]7[C:35]([CH:36]=6)=[C:34]([S:63][C:64]6[CH:65]=[CH:66][C:67]([C:70]([CH3:71])([CH3:72])[CH3:73])=[CH:68][CH:69]=6)[C:33]([S:74][C:75]6[CH:80]=[CH:79][C:78]([C:81]([CH3:82])([CH3:83])[CH3:84])=[CH:77][CH:76]=6)=[C:32]([S:85][C:86]6[CH:91]=[CH:90][C:89]([C:92]([CH3:95])([CH3:94])[CH3:93])=[CH:88][CH:87]=6)[C:31]=7[S:96][C:97]6[CH:102]=[CH:101][C:100]([C:103]([CH3:106])([CH3:105])[CH3:104])=[CH:99][CH:98]=6)[CH:27]([OH:107])[C:26]=3[CH:25]=4)[CH:21]=5)[C:15]([S:120][C:121]3[CH:122]=[CH:123][C:124]([C:127]([CH3:130])([CH3:129])[CH3:128])=[CH:125][CH:126]=3)=[C:14]([S:131][C:132]3[CH:137]=[CH:136][C:135]([C:138]([CH3:141])([CH3:140])[CH3:139])=[CH:134][CH:133]=3)[C:13]=2[S:142][C:143]2[CH:148]=[CH:147][C:146]([C:149]([CH3:152])([CH3:151])[CH3:150])=[CH:145][CH:144]=2)=[CH:9][CH:10]=1)([CH3:2])([CH3:3])[CH3:4], predict the reactants needed to synthesize it. The reactants are: [C:1]([C:5]1[CH:10]=[CH:9][C:8]([S:11][C:12]2[C:49]3[C:16](=[CH:17][C:18]4[C:19](=[O:119])[C:20]5[C:45]([C:46](=[O:50])[C:47]=4[CH:48]=3)=[CH:44][C:43]3[C:22](=[C:23]([S:108][C:109]4[CH:114]=[CH:113][C:112]([C:115]([CH3:118])([CH3:117])[CH3:116])=[CH:111][CH:110]=4)[C:24]4[C:41]([C:42]=3[S:51][C:52]3[CH:57]=[CH:56][C:55]([C:58]([CH3:61])([CH3:60])[CH3:59])=[CH:54][CH:53]=3)=[CH:40][C:39]3[C:38](=[O:62])[C:37]6[C:28](=[CH:29][C:30]7[C:35]([CH:36]=6)=[C:34]([S:63][C:64]6[CH:69]=[CH:68][C:67]([C:70]([CH3:73])([CH3:72])[CH3:71])=[CH:66][CH:65]=6)[C:33]([S:74][C:75]6[CH:80]=[CH:79][C:78]([C:81]([CH3:84])([CH3:83])[CH3:82])=[CH:77][CH:76]=6)=[C:32]([S:85][C:86]6[CH:91]=[CH:90][C:89]([C:92]([CH3:95])([CH3:94])[CH3:93])=[CH:88][CH:87]=6)[C:31]=7[S:96][C:97]6[CH:102]=[CH:101][C:100]([C:103]([CH3:106])([CH3:105])[CH3:104])=[CH:99][CH:98]=6)[C:27](=[O:107])[C:26]=3[CH:25]=4)[CH:21]=5)[C:15]([S:120][C:121]3[CH:126]=[CH:125][C:124]([C:127]([CH3:130])([CH3:129])[CH3:128])=[CH:123][CH:122]=3)=[C:14]([S:131][C:132]3[CH:137]=[CH:136][C:135]([C:138]([CH3:141])([CH3:140])[CH3:139])=[CH:134][CH:133]=3)[C:13]=2[S:142][C:143]2[CH:148]=[CH:147][C:146]([C:149]([CH3:152])([CH3:151])[CH3:150])=[CH:145][CH:144]=2)=[CH:7][CH:6]=1)([CH3:4])([CH3:3])[CH3:2].[BH4-].[Na+].